This data is from Reaction yield outcomes from USPTO patents with 853,638 reactions. The task is: Predict the reaction yield, written as a fraction of the theoretical maximum amount of product (1.0 means a 100% yield; for example, 0.34 means a 34% yield). (1) The reactants are Cl[C:2]1[N:7]=[C:6]([O:8][CH3:9])[N:5]=[C:4]([NH:10][C:11]2[CH:16]=[CH:15][C:14]([N:17]3[CH:21]=[C:20]([CH3:22])[N:19]=[CH:18]3)=[C:13]([O:23][CH3:24])[CH:12]=2)[N:3]=1.[Cl:25][C:26]1[CH:31]=[C:30]([Cl:32])[CH:29]=[CH:28][C:27]=1[OH:33]. The catalyst is C(OCC)(=O)C. The product is [Cl:25][C:26]1[CH:31]=[C:30]([Cl:32])[CH:29]=[CH:28][C:27]=1[O:33][C:2]1[N:7]=[C:6]([O:8][CH3:9])[N:5]=[C:4]([NH:10][C:11]2[CH:16]=[CH:15][C:14]([N:17]3[CH:21]=[C:20]([CH3:22])[N:19]=[CH:18]3)=[C:13]([O:23][CH3:24])[CH:12]=2)[N:3]=1. The yield is 0.810. (2) The reactants are [C:1]1([C:7]#[C:8][C:9]2[N:14]=[C:13]([C:15]([OH:17])=O)[CH:12]=[CH:11][CH:10]=2)[CH:6]=[CH:5][CH:4]=[CH:3][CH:2]=1.CN(C(ON1N=NC2C=CC=CC1=2)=[N+](C)C)C.F[P-](F)(F)(F)(F)F.[NH:42]1[CH:46]=[CH:45][N:44]=[C:43]1[NH:47][C:48]([C:50]1[C:58]2[NH:57][C:56]([NH2:59])=[N:55][C:54]=2[CH:53]=[CH:52][CH:51]=1)=[O:49].C([O-])(O)=O.[Na+]. The catalyst is CN(C=O)C.CCN(C(C)C)C(C)C.O. The product is [NH:44]1[CH:45]=[CH:46][N:42]=[C:43]1[NH:47][C:48]([C:50]1[C:58]2[N:57]=[C:56]([NH:59][C:15]([C:13]3[CH:12]=[CH:11][CH:10]=[C:9]([C:8]#[C:7][C:1]4[CH:2]=[CH:3][CH:4]=[CH:5][CH:6]=4)[N:14]=3)=[O:17])[NH:55][C:54]=2[CH:53]=[CH:52][CH:51]=1)=[O:49]. The yield is 0.430. (3) The reactants are [OH:1][C:2]1[CH:19]=[CH:18][C:5]2[N:6]([CH2:10][O:11][CH2:12][CH2:13][Si:14]([CH3:17])([CH3:16])[CH3:15])[C:7](=[O:9])[O:8][C:4]=2[CH:3]=1.C(=O)([O-])[O-].[Cs+].[Cs+].Cl[CH2:27][C:28]1[CH:29]=[N:30][C:31]([NH:34][C:35]2[CH:40]=[CH:39][C:38]([O:41][C:42]([F:45])([F:44])[F:43])=[CH:37][CH:36]=2)=[N:32][CH:33]=1. The catalyst is CN(C=O)C. The product is [F:45][C:42]([F:43])([F:44])[O:41][C:38]1[CH:37]=[CH:36][C:35]([NH:34][C:31]2[N:30]=[CH:29][C:28]([CH2:27][O:1][C:2]3[CH:19]=[CH:18][C:5]4[N:6]([CH2:10][O:11][CH2:12][CH2:13][Si:14]([CH3:15])([CH3:16])[CH3:17])[C:7](=[O:9])[O:8][C:4]=4[CH:3]=3)=[CH:33][N:32]=2)=[CH:40][CH:39]=1. The yield is 0.390. (4) The catalyst is CS(C)=O.C(OCC)(=O)C. The yield is 0.510. The reactants are F[C:2]1[CH:9]=[CH:8][C:5]([C:6]#[N:7])=[C:4]([C:10]([F:13])([F:12])[F:11])[CH:3]=1.[NH2:14][CH:15]1[CH2:20][CH2:19][N:18]([C:21]([O:23][C:24]([CH3:27])([CH3:26])[CH3:25])=[O:22])[CH2:17][CH2:16]1.C(=O)([O-])[O-].[K+].[K+]. The product is [C:6]([C:5]1[CH:8]=[CH:9][C:2]([NH:14][CH:15]2[CH2:16][CH2:17][N:18]([C:21]([O:23][C:24]([CH3:27])([CH3:26])[CH3:25])=[O:22])[CH2:19][CH2:20]2)=[CH:3][C:4]=1[C:10]([F:13])([F:12])[F:11])#[N:7].